This data is from NCI-60 drug combinations with 297,098 pairs across 59 cell lines. The task is: Regression. Given two drug SMILES strings and cell line genomic features, predict the synergy score measuring deviation from expected non-interaction effect. (1) Drug 1: CN1C(=O)N2C=NC(=C2N=N1)C(=O)N. Drug 2: C1=NC2=C(N1)C(=S)N=CN2. Cell line: HCT116. Synergy scores: CSS=47.5, Synergy_ZIP=1.67, Synergy_Bliss=6.55, Synergy_Loewe=-23.8, Synergy_HSA=3.43. (2) Drug 1: C1CCC(CC1)NC(=O)N(CCCl)N=O. Drug 2: C1=CC(=CC=C1CCCC(=O)O)N(CCCl)CCCl. Cell line: UO-31. Synergy scores: CSS=19.9, Synergy_ZIP=-6.83, Synergy_Bliss=-0.341, Synergy_Loewe=1.41, Synergy_HSA=2.04.